From a dataset of HIV replication inhibition screening data with 41,000+ compounds from the AIDS Antiviral Screen. Binary Classification. Given a drug SMILES string, predict its activity (active/inactive) in a high-throughput screening assay against a specified biological target. (1) The drug is O=C1C(=Cc2cccc(Oc3ccccc3)c2)S(=O)(=O)C(c2ccccc2)N1c1cccc(Cl)c1. The result is 0 (inactive). (2) The molecule is CSc1ncccc1C(=O)O[Sn](c1ccccc1)(c1ccccc1)c1ccccc1. The result is 0 (inactive). (3) The drug is CCC(C)C(NCc1ccccc1)C(OCc1ccccc1)C1COC(C)(C)O1. The result is 0 (inactive).